From a dataset of Full USPTO retrosynthesis dataset with 1.9M reactions from patents (1976-2016). Predict the reactants needed to synthesize the given product. (1) Given the product [CH2:1]([C:3]1[N:4]([C:28]2[CH:33]=[CH:32][C:31]([O:34][C@H:43]3[CH2:44][CH2:45][C@H:46]([OH:49])[CH2:47][CH2:48]3)=[CH:30][CH:29]=2)[C:5](=[O:27])[C:6]([CH2:12][C:13]2[CH:18]=[CH:17][C:16]([C:19]3[CH:24]=[CH:23][CH:22]=[CH:21][C:20]=3[C:25]3[NH:70][C:71](=[O:72])[O:73][N:26]=3)=[CH:15][CH:14]=2)=[C:7]([CH2:9][CH2:10][CH3:11])[N:8]=1)[CH3:2], predict the reactants needed to synthesize it. The reactants are: [CH2:1]([C:3]1[N:4]([C:28]2[CH:33]=[CH:32][C:31]([OH:34])=[CH:30][CH:29]=2)[C:5](=[O:27])[C:6]([CH2:12][C:13]2[CH:18]=[CH:17][C:16]([C:19]3[C:20]([C:25]#[N:26])=[CH:21][CH:22]=[CH:23][CH:24]=3)=[CH:15][CH:14]=2)=[C:7]([CH2:9][CH2:10][CH3:11])[N:8]=1)[CH3:2].[Si](O[CH:43]1[CH2:48][CH2:47][CH:46]([OH:49])[CH2:45][CH2:44]1)(C(C)(C)C)(C)C.C1(P(C2C=CC=CC=2)C2C=CC=CC=2)C=CC=CC=1.[N:70]([C:71]([O:73]C(C)C)=[O:72])=[N:70][C:71]([O:73]C(C)C)=[O:72]. (2) The reactants are: [O:1]=[C:2]([CH2:6][CH2:7][C:8]([OH:10])=[O:9])[C:3]([OH:5])=[O:4].[H-].[Na+].Cl[Si](C)(C)C.F[B-](F)(F)F.[F:23][C:24]([F:34])([F:33])[C:25]1[CH:26]=[C:27]([N+]#N)[CH:28]=[CH:29][CH:30]=1. Given the product [F:23][C:24]([F:34])([F:33])[C:25]1[CH:30]=[C:29]([O:4][C:3](=[O:5])[C:2](=[O:1])[CH2:6][CH2:7][C:8]([OH:10])=[O:9])[CH:28]=[CH:27][CH:26]=1, predict the reactants needed to synthesize it. (3) Given the product [C:30]1(=[O:40])[N:34]([CH:5]2[N:11]=[C:10]([C:12]3[CH:17]=[CH:16][CH:15]=[CH:14][C:13]=3[F:18])[C:9]3[CH:19]=[CH:20][CH:21]=[C:22]([CH:23]([CH3:25])[CH3:24])[C:8]=3[NH:7][C:6]2=[O:26])[C:33](=[O:35])[C:32]2=[CH:36][CH:37]=[CH:38][CH:39]=[C:31]12, predict the reactants needed to synthesize it. The reactants are: C(O[CH:5]1[N:11]=[C:10]([C:12]2[CH:17]=[CH:16][CH:15]=[CH:14][C:13]=2[F:18])[C:9]2[CH:19]=[CH:20][CH:21]=[C:22]([CH:23]([CH3:25])[CH3:24])[C:8]=2[NH:7][C:6]1=[O:26])(=O)C.[I-].[Na+].[K].[C:30]1(=[O:40])[NH:34][C:33](=[O:35])[C:32]2=[CH:36][CH:37]=[CH:38][CH:39]=[C:31]12. (4) Given the product [Cl:1][C:2]1[CH:34]=[CH:33][CH:32]=[C:31]([Cl:35])[C:3]=1[C:4]([NH:6][C@H:7]([C:27]([OH:29])=[O:28])[CH2:8][C:9]1[CH:14]=[CH:13][C:12]([C:15]2[CH2:20][CH2:19][N:18]([C:21]3[CH:26]=[CH:25][CH:24]=[CH:23][CH:22]=3)[CH2:17][CH:16]=2)=[CH:11][CH:10]=1)=[O:5], predict the reactants needed to synthesize it. The reactants are: [Cl:1][C:2]1[CH:34]=[CH:33][CH:32]=[C:31]([Cl:35])[C:3]=1[C:4]([NH:6][C@H:7]([C:27]([O:29]C)=[O:28])[CH2:8][C:9]1[CH:14]=[CH:13][C:12]([C:15]2[CH2:16][CH2:17][N:18]([C:21]3[CH:26]=[CH:25][CH:24]=[CH:23][CH:22]=3)[CH2:19][CH:20]=2)=[CH:11][CH:10]=1)=[O:5].[OH-].[Li+].O.